Dataset: Forward reaction prediction with 1.9M reactions from USPTO patents (1976-2016). Task: Predict the product of the given reaction. (1) The product is: [Cl:3][C@H:4]1[C@H:8]([CH2:9][CH2:10][CH2:11][C:12]2[S:16][C:15]([C:17]([OH:19])=[O:18])=[CH:14][CH:13]=2)[C@@H:7](/[CH:21]=[CH:22]/[C@@H:23]([OH:30])[CH2:24][CH:25]([OH:29])[CH2:26][CH2:27][CH3:28])[C@H:6]([OH:31])[CH2:5]1. Given the reactants [OH-].[Li+].[Cl:3][C@H:4]1[C@H:8]([CH2:9][CH2:10][CH2:11][C:12]2[S:16][C:15]([C:17]([O:19]C)=[O:18])=[CH:14][CH:13]=2)[C@@H:7](/[CH:21]=[CH:22]/[C@@H:23]([OH:30])[CH2:24][CH:25]([OH:29])[CH2:26][CH2:27][CH3:28])[C@H:6]([OH:31])[CH2:5]1.Cl, predict the reaction product. (2) The product is: [F:33][C:34]1[CH:39]=[C:38]([F:40])[C:37]([F:41])=[CH:36][C:35]=1[NH:42][C:43](=[O:68])[NH:44][C:45]1[CH:46]=[CH:47][C:48]([C:51]2[S:55][C:54]([CH:56]3[CH2:57][CH2:58][CH:59]([CH2:62][C:63]([OH:65])=[O:64])[CH2:60][CH2:61]3)=[N:53][CH:52]=2)=[CH:49][CH:50]=1. Given the reactants ClC1C=CC=CC=1NC(=O)NC1C=CC(C2SC(C3CCC(CC(O)=O)CC3)=NC=2)=CC=1.[F:33][C:34]1[CH:39]=[C:38]([F:40])[C:37]([F:41])=[CH:36][C:35]=1[NH:42][C:43](=[O:68])[NH:44][C:45]1[CH:50]=[CH:49][C:48]([C:51]2[S:55][C:54]([CH:56]3[CH2:61][CH2:60][CH:59]([CH2:62][C:63]([O:65]CC)=[O:64])[CH2:58][CH2:57]3)=[N:53][CH:52]=2)=[CH:47][CH:46]=1, predict the reaction product. (3) The product is: [C:1]([NH:24][C@@H:25]([CH2:30][CH2:31][CH2:32][CH2:33][NH:34][C:35](=[O:55])[CH2:36][CH2:37][CH2:38]/[CH:39]=[CH:40]\[CH2:41]/[CH:42]=[CH:43]\[CH2:44]/[CH:45]=[CH:46]\[CH2:47]/[CH:48]=[CH:49]\[CH2:50]/[CH:51]=[CH:52]\[CH2:53][CH3:54])[C:26]([OH:28])=[O:27])(=[O:23])[CH2:2][CH2:3]/[CH:4]=[CH:5]\[CH2:6]/[CH:7]=[CH:8]\[CH2:9]/[CH:10]=[CH:11]\[CH2:12]/[CH:13]=[CH:14]\[CH2:15]/[CH:16]=[CH:17]\[CH2:18]/[CH:19]=[CH:20]\[CH2:21][CH3:22]. Given the reactants [C:1]([NH:24][C@@H:25]([CH2:30][CH2:31][CH2:32][CH2:33][NH:34][C:35](=[O:55])[CH2:36][CH2:37][CH2:38]/[CH:39]=[CH:40]\[CH2:41]/[CH:42]=[CH:43]\[CH2:44]/[CH:45]=[CH:46]\[CH2:47]/[CH:48]=[CH:49]\[CH2:50]/[CH:51]=[CH:52]\[CH2:53][CH3:54])[C:26]([O:28]C)=[O:27])(=[O:23])[CH2:2][CH2:3]/[CH:4]=[CH:5]\[CH2:6]/[CH:7]=[CH:8]\[CH2:9]/[CH:10]=[CH:11]\[CH2:12]/[CH:13]=[CH:14]\[CH2:15]/[CH:16]=[CH:17]\[CH2:18]/[CH:19]=[CH:20]\[CH2:21][CH3:22].[OH-].[Na+].Cl, predict the reaction product. (4) Given the reactants C([O:4][C:5]1[CH:6]=[C:7]([CH:10]=[C:11]([O:13]C(=O)C)[CH:12]=1)[CH:8]=O)(=O)C.[OH:17][C:18]1[CH:23]=[CH:22][C:21]([CH2:24]C(O)=O)=[CH:20][CH:19]=1.N1CCCCC1.CC1NC=CN=1.C[O-].[Na+], predict the reaction product. The product is: [C:7]1([CH:8]=[CH:24][C:21]2[CH:22]=[CH:23][C:18]([OH:17])=[CH:19][CH:20]=2)[CH:6]=[C:5]([OH:4])[CH:12]=[C:11]([OH:13])[CH:10]=1. (5) Given the reactants CN(C=O)C.C(Cl)(=O)C(Cl)=O.N1C=CC=CC=1.[C:18]([O:22][C:23]([N:25]([CH3:49])[C@@H:26]([CH3:48])[C:27]([NH:29][C@@H:30]([CH:45]([CH3:47])[CH3:46])[C:31]([N:33]1[C:37]2=[N:38][CH:39]=[CH:40][CH:41]=[C:36]2[CH2:35][C@H:34]1[C:42]([OH:44])=O)=[O:32])=[O:28])=[O:24])([CH3:21])([CH3:20])[CH3:19].[F:50][C:51]1[CH:57]=[CH:56][CH:55]=[C:54]([C:58]([F:61])([F:60])[F:59])[C:52]=1[NH2:53].CN1CCOCC1, predict the reaction product. The product is: [F:50][C:51]1[CH:57]=[CH:56][CH:55]=[C:54]([C:58]([F:61])([F:60])[F:59])[C:52]=1[NH:53][C:42]([C@H:34]1[N:33]([C:31](=[O:32])[C@@H:30]([NH:29][C:27](=[O:28])[C@@H:26]([N:25]([CH3:49])[C:23](=[O:24])[O:22][C:18]([CH3:19])([CH3:20])[CH3:21])[CH3:48])[CH:45]([CH3:46])[CH3:47])[C:37]2=[N:38][CH:39]=[CH:40][CH:41]=[C:36]2[CH2:35]1)=[O:44]. (6) Given the reactants [NH2:1][C@@H:2]1[C:8](=[O:9])[N:7]([CH2:10][CH2:11][O:12][CH:13]([CH3:15])[CH3:14])[C:6]2[CH:16]=[CH:17][CH:18]=[CH:19][C:5]=2[C:4]2[CH:20]=[CH:21][CH:22]=[CH:23][C:3]1=2.[CH3:24][C:25]([CH3:40])([C:29]([NH:31][CH2:32][C:33]([F:39])([F:38])[C:34]([F:37])([F:36])[F:35])=[O:30])[C:26](O)=[O:27], predict the reaction product. The product is: [CH:13]([O:12][CH2:11][CH2:10][N:7]1[C:8](=[O:9])[C@@H:2]([NH:1][C:26](=[O:27])[C:25]([CH3:24])([CH3:40])[C:29]([NH:31][CH2:32][C:33]([F:38])([F:39])[C:34]([F:35])([F:36])[F:37])=[O:30])[C:3]2[CH:23]=[CH:22][CH:21]=[CH:20][C:4]=2[C:5]2[CH:19]=[CH:18][CH:17]=[CH:16][C:6]1=2)([CH3:15])[CH3:14]. (7) Given the reactants [C:1]([O:5][C:6]([N:8]1[CH2:13][CH2:12][CH:11]([NH:14][CH2:15][C:16]2[C:21]([C:22]([C:25]3[CH:30]=[CH:29][C:28]([F:31])=[CH:27][CH:26]=3)([CH3:24])[CH3:23])=[CH:20][CH:19]=[CH:18][N:17]=2)[CH2:10][CH2:9]1)=[O:7])([CH3:4])([CH3:3])[CH3:2].[Cl:32][C:33]1[CH:34]=[C:35]([CH3:41])[C:36]([CH:39]=O)=[N:37][CH:38]=1.[BH-](OC(C)=O)(OC(C)=O)OC(C)=O.[Na+], predict the reaction product. The product is: [C:1]([O:5][C:6]([N:8]1[CH2:9][CH2:10][CH:11]([N:14]([CH2:39][C:36]2[C:35]([CH3:41])=[CH:34][C:33]([Cl:32])=[CH:38][N:37]=2)[CH2:15][C:16]2[C:21]([C:22]([C:25]3[CH:30]=[CH:29][C:28]([F:31])=[CH:27][CH:26]=3)([CH3:24])[CH3:23])=[CH:20][CH:19]=[CH:18][N:17]=2)[CH2:12][CH2:13]1)=[O:7])([CH3:2])([CH3:3])[CH3:4]. (8) Given the reactants Cl.C[NH:3][CH2:4][CH2:5][C:6]([CH3:21])([S:8]([C:11]1[CH:16]=[CH:15][CH:14]=[C:13]([C:17]([F:20])([F:19])[F:18])[CH:12]=1)(=[O:10])=[O:9])[CH3:7].[F:22]C1C=C(SC(C)(C)CC(O)=O)C=C(C(F)(F)F)C=1, predict the reaction product. The product is: [F:22][C:15]1[CH:16]=[C:11]([S:8]([C:6]([CH3:21])([CH3:7])[CH2:5][CH2:4][NH2:3])(=[O:10])=[O:9])[CH:12]=[C:13]([C:17]([F:20])([F:19])[F:18])[CH:14]=1.